This data is from Forward reaction prediction with 1.9M reactions from USPTO patents (1976-2016). The task is: Predict the product of the given reaction. (1) Given the reactants FC(F)(F)C(O)=O.C(O[C:13]([N:15]1[CH2:36][CH2:35][C:18]2[N:19]=[C:20]([NH:23][C:24](=[O:34])[C:25]3[CH:30]=[CH:29][CH:28]=[CH:27][C:26]=3[O:31][CH2:32][CH3:33])[N:21]=[CH:22][C:17]=2[CH2:16]1)=[O:14])(C)(C)C.CCN(C(C)C)C(C)C.[Cl:46][C:47]1[CH:51]=[CH:50][S:49][C:48]=1C(O)=O.CCN=C=NCCCN(C)C.C1C=NC2N(O)N=NC=2C=1, predict the reaction product. The product is: [Cl:46][C:47]1[CH:51]=[CH:50][S:49][C:48]=1[C:13]([N:15]1[CH2:36][CH2:35][C:18]2[N:19]=[C:20]([NH:23][C:24](=[O:34])[C:25]3[CH:30]=[CH:29][CH:28]=[CH:27][C:26]=3[O:31][CH2:32][CH3:33])[N:21]=[CH:22][C:17]=2[CH2:16]1)=[O:14]. (2) Given the reactants [N:1]1[C:10]2[C:5](=[CH:6][CH:7]=[CH:8][CH:9]=2)[C:4]([C:11]([OH:13])=O)=[CH:3][CH:2]=1.CCN=C=NCCCN(C)C.C1C=CC2N(O)N=NC=2C=1.[NH2:35][C:36]12[C:53](=[O:54])[C:52]3[C:47](=[CH:48][CH:49]=[CH:50][CH:51]=3)[C:37]1([OH:55])[O:38][C:39]1[C:44](CC)=[CH:43][CH:42]=[CH:41][C:40]=12.C(Cl)[Cl:57], predict the reaction product. The product is: [Cl:57][C:42]1[CH:43]=[CH:44][C:39]2[O:38][C:37]3([OH:55])[C:47]4[C:52]([C:53](=[O:54])[C:36]3([NH:35][C:11]([C:4]3[C:5]5[C:10](=[CH:9][CH:8]=[CH:7][CH:6]=5)[N:1]=[CH:2][CH:3]=3)=[O:13])[C:40]=2[CH:41]=1)=[CH:51][CH:50]=[CH:49][CH:48]=4. (3) Given the reactants [CH2:1]([N:8]1[C@H:13]([CH3:14])[CH2:12][O:11][CH:10]([CH3:15])[C:9]1=[O:16])[C:2]1[CH:7]=[CH:6][CH:5]=[CH:4][CH:3]=1.[CH3:17][Si](C)(C)[N-][Si](C)(C)C.[Li+].[CH2:27](I)[CH:28]=C, predict the reaction product. The product is: [CH2:15]([C:10]1([CH3:17])[O:11][CH2:12][C@@H:13]([CH3:14])[N:8]([CH2:1][C:2]2[CH:3]=[CH:4][CH:5]=[CH:6][CH:7]=2)[C:9]1=[O:16])[CH:27]=[CH2:28]. (4) Given the reactants [Cl:1][C:2]1[CH:3]=[C:4]([C:8]2[CH:20]=[CH:19][C:11]([C:12]([O:14]C(C)(C)C)=[O:13])=[C:10]([NH:21][C:22](=[O:31])[C:23]3[CH:28]=[CH:27][CH:26]=[C:25]([CH3:29])[C:24]=3[CH3:30])[CH:9]=2)[CH:5]=[CH:6][CH:7]=1, predict the reaction product. The product is: [Cl:1][C:2]1[CH:3]=[C:4]([C:8]2[CH:20]=[CH:19][C:11]([C:12]([OH:14])=[O:13])=[C:10]([NH:21][C:22](=[O:31])[C:23]3[CH:28]=[CH:27][CH:26]=[C:25]([CH3:29])[C:24]=3[CH3:30])[CH:9]=2)[CH:5]=[CH:6][CH:7]=1.